This data is from Catalyst prediction with 721,799 reactions and 888 catalyst types from USPTO. The task is: Predict which catalyst facilitates the given reaction. Reactant: FC(F)(F)C(O)=O.Cl[C:9]1[CH:14]=[C:13]([C:15]([N:17]([CH3:19])[CH3:18])=[O:16])[CH:12]=[C:11]([CH3:20])[N:10]=1.C(=O)([O-])[O-].[Cs+].[Cs+].[C:27](=[NH:40])([C:34]1[CH:39]=[CH:38][CH:37]=[CH:36][CH:35]=1)[C:28]1[CH:33]=[CH:32][CH:31]=[CH:30][CH:29]=1.CC1(C)C2C(=C(P(C3C=CC=CC=3)C3C=CC=CC=3)C=CC=2)OC2C(P(C3C=CC=CC=3)C3C=CC=CC=3)=CC=CC1=2. Product: [C:28]1([C:27](=[N:40][C:9]2[CH:14]=[C:13]([C:15]([N:17]([CH3:19])[CH3:18])=[O:16])[CH:12]=[C:11]([CH3:20])[N:10]=2)[C:34]2[CH:35]=[CH:36][CH:37]=[CH:38][CH:39]=2)[CH:33]=[CH:32][CH:31]=[CH:30][CH:29]=1. The catalyst class is: 102.